This data is from Forward reaction prediction with 1.9M reactions from USPTO patents (1976-2016). The task is: Predict the product of the given reaction. Given the reactants [F:1][C:2]1[CH:9]=[CH:8][C:5]([CH:6]=O)=[CH:4][CH:3]=1.[C:10]([O:14]C(=O)CC)(=[O:13])[CH2:11][CH3:12].C([O-])(=O)CC.[Na+], predict the reaction product. The product is: [F:1][C:2]1[CH:9]=[CH:8][C:5]([CH:6]=[C:11]([CH3:12])[C:10]([OH:14])=[O:13])=[CH:4][CH:3]=1.